From a dataset of Full USPTO retrosynthesis dataset with 1.9M reactions from patents (1976-2016). Predict the reactants needed to synthesize the given product. Given the product [Br:1][C:2]1[C:3]2[N:4]([N:8]=[C:9]([NH:11][C:13]3[CH:22]=[CH:21][C:16]([C:17]([O:19][CH3:20])=[O:18])=[CH:15][CH:14]=3)[N:10]=2)[CH:5]=[CH:6][CH:7]=1, predict the reactants needed to synthesize it. The reactants are: [Br:1][C:2]1[C:3]2[N:4]([N:8]=[C:9]([NH2:11])[N:10]=2)[CH:5]=[CH:6][CH:7]=1.I[C:13]1[CH:22]=[CH:21][C:16]([C:17]([O:19][CH3:20])=[O:18])=[CH:15][CH:14]=1.C(=O)([O-])[O-].[Cs+].[Cs+].C1(P(C2C=CC=CC=2)C2C3OC4C(=CC=CC=4P(C4C=CC=CC=4)C4C=CC=CC=4)C(C)(C)C=3C=CC=2)C=CC=CC=1.